Task: Predict which catalyst facilitates the given reaction.. Dataset: Catalyst prediction with 721,799 reactions and 888 catalyst types from USPTO Reactant: [CH3:1][C:2]1[CH:7]=[CH:6][N:5]=[C:4]([CH:8]=C)[C:3]=1[CH2:10][O:11][CH:12]1[CH2:17][CH2:16][CH2:15][CH2:14][O:13]1.[BH4-].[Na+].C[OH:21]. Product: [CH3:1][C:2]1[CH:7]=[CH:6][N:5]=[C:4]([CH2:8][OH:21])[C:3]=1[CH2:10][O:11][CH:12]1[CH2:17][CH2:16][CH2:15][CH2:14][O:13]1. The catalyst class is: 2.